This data is from Catalyst prediction with 721,799 reactions and 888 catalyst types from USPTO. The task is: Predict which catalyst facilitates the given reaction. (1) Reactant: [CH:1]1([CH2:4][CH2:5][NH:6][C:7]([NH:9][C:10]2[CH:15]=[C:14]([C:16]3[C:17]([CH3:28])=[N:18][C:19]4[C:24]([CH:25]=3)=[CH:23][N:22]=[C:21]([NH:26][CH3:27])[CH:20]=4)[C:13]([CH3:29])=[CH:12][C:11]=2[F:30])=[O:8])[CH2:3][CH2:2]1.[ClH:31]. Product: [ClH:31].[CH:1]1([CH2:4][CH2:5][NH:6][C:7]([NH:9][C:10]2[CH:15]=[C:14]([C:16]3[C:17]([CH3:28])=[N:18][C:19]4[C:24]([CH:25]=3)=[CH:23][N:22]=[C:21]([NH:26][CH3:27])[CH:20]=4)[C:13]([CH3:29])=[CH:12][C:11]=2[F:30])=[O:8])[CH2:3][CH2:2]1. The catalyst class is: 10. (2) Reactant: [CH:1]1([N:4]([CH:14]2[CH2:19][CH2:18][NH:17][CH2:16][CH2:15]2)[S:5]([C:8]2[CH:13]=[CH:12][CH:11]=[CH:10][CH:9]=2)(=[O:7])=[O:6])[CH2:3][CH2:2]1.C(N(CC)CC)C.Br[CH2:28][C:29]1[CH:34]=[CH:33][C:32]([CH:35]([CH3:37])[CH3:36])=[CH:31][CH:30]=1. Product: [CH:1]1([N:4]([CH:14]2[CH2:19][CH2:18][N:17]([CH2:28][C:29]3[CH:34]=[CH:33][C:32]([CH:35]([CH3:37])[CH3:36])=[CH:31][CH:30]=3)[CH2:16][CH2:15]2)[S:5]([C:8]2[CH:13]=[CH:12][CH:11]=[CH:10][CH:9]=2)(=[O:6])=[O:7])[CH2:3][CH2:2]1. The catalyst class is: 3. (3) Reactant: [O:1]=[O+][O-].[CH3:4][C:5]1([CH3:21])[CH2:10][C:9]([C:14]2[CH:19]=[CH:18][C:17]([CH3:20])=[CH:16][CH:15]=2)([CH2:11][CH:12]=C)[CH2:8][CH2:7][O:6]1.C1(P(C2C=CC=CC=2)C2C=CC=CC=2)C=CC=CC=1. Product: [CH3:4][C:5]1([CH3:21])[CH2:10][C:9]([CH2:11][CH:12]=[O:1])([C:14]2[CH:19]=[CH:18][C:17]([CH3:20])=[CH:16][CH:15]=2)[CH2:8][CH2:7][O:6]1. The catalyst class is: 2.